Dataset: Full USPTO retrosynthesis dataset with 1.9M reactions from patents (1976-2016). Task: Predict the reactants needed to synthesize the given product. (1) The reactants are: C[N:2]([CH:4]=[O:5])C.C(Cl)(=O)[C:7](Cl)=[O:8].[N+:12]([C:15]1[CH:20]=[CH:19][C:18]([C:21]2(C(O)=O)[CH2:24][CH2:23][CH2:22]2)=[CH:17][CH:16]=1)([O-:14])=[O:13].[N-]=[N+]=[N-].[Na+]. Given the product [N+:12]([C:15]1[CH:16]=[CH:17][C:18]([C:21]2([NH:2][C:4](=[O:5])[O:8][CH3:7])[CH2:22][CH2:23][CH2:24]2)=[CH:19][CH:20]=1)([O-:14])=[O:13], predict the reactants needed to synthesize it. (2) Given the product [CH2:5]([O:4][CH2:3][CH2:2][O:27][CH2:28][CH2:33][N:18]1[C:13]([CH3:26])([CH3:12])[CH2:14][C:15]2[O:22][CH:21]=[C:20]([C:23]([OH:25])=[O:24])[C:16]=2[C:17]1=[O:19])[C:6]1[CH:11]=[CH:10][CH:9]=[CH:8][CH:7]=1, predict the reactants needed to synthesize it. The reactants are: Br[CH2:2][CH2:3][O:4][CH2:5][C:6]1[CH:11]=[CH:10][CH:9]=[CH:8][CH:7]=1.[CH3:12][C:13]1([CH3:26])[NH:18][C:17](=[O:19])[C:16]2[C:20]([C:23]([OH:25])=[O:24])=[CH:21][O:22][C:15]=2[CH2:14]1.[O:27]=[C:28]1[C:33]2C(C(O)=O)=COC=2CCN1. (3) Given the product [CH3:1][C:2]1[NH:3][C:4]2[C:9]([C:10]=1[CH3:11])=[CH:8][C:7]([O:12][C:13]1[C:22]3[C:17](=[CH:18][C:19]([O:25][CH2:27][CH2:28][N:29]4[CH2:33][CH2:32][CH2:31][C:30]4=[O:34])=[C:20]([O:23][CH3:24])[CH:21]=3)[N:16]=[CH:15][N:14]=1)=[CH:6][CH:5]=2, predict the reactants needed to synthesize it. The reactants are: [CH3:1][C:2]1[NH:3][C:4]2[C:9]([C:10]=1[CH3:11])=[CH:8][C:7]([O:12][C:13]1[C:22]3[C:17](=[CH:18][C:19]([OH:25])=[C:20]([O:23][CH3:24])[CH:21]=3)[N:16]=[CH:15][N:14]=1)=[CH:6][CH:5]=2.O[CH2:27][CH2:28][N:29]1[CH2:33][CH2:32][CH2:31][C:30]1=[O:34]. (4) Given the product [CH3:27][O:28][C:8]1[CH:17]=[CH:16][C:3]([C:5]2[CH:6]=[C:7]3[C:11](=[CH:12][CH:13]=2)[NH:10][C:9]2[N:14]=[CH:15][C:16]([CH:2]=[CH:3][C:5]4[CH:13]=[CH:12][CH:11]=[CH:7][CH:6]=4)=[CH:17][C:8]3=2)=[CH:2][CH:9]=1, predict the reactants needed to synthesize it. The reactants are: Br[CH2:2][C:3]([C:5]1[CH:6]=[C:7]2[C:11](=[CH:12][CH:13]=1)[NH:10][C:9]1[N:14]=[C:15](Cl)[CH:16]=[CH:17][C:8]2=1)=O.[O-]P([O-])([O-])=O.[K+].[K+].[K+].[CH3:27][OH:28]. (5) Given the product [CH2:19]([O:18][C:12]1[CH:13]=[CH:14][CH:15]=[C:16]([F:17])[C:11]=1[CH:2]1[N:1]([CH2:28][C:27]2[CH:30]=[CH:31][C:24]([O:23][C:22]([F:21])([F:32])[F:33])=[CH:25][CH:26]=2)[C:5](=[O:7])[CH:4]([CH3:10])[CH2:3]1)[CH3:20], predict the reactants needed to synthesize it. The reactants are: [NH2:1][CH:2]([C:11]1[C:16]([F:17])=[CH:15][CH:14]=[CH:13][C:12]=1[O:18][CH2:19][CH3:20])[CH2:3][CH:4]([CH3:10])[C:5]([O:7]CC)=O.[F:21][C:22]([F:33])([F:32])[O:23][C:24]1[CH:31]=[CH:30][C:27]([CH:28]=O)=[CH:26][CH:25]=1. (6) The reactants are: CO[C:3](=[O:12])[C:4]1[CH:9]=[C:8](Br)[C:7](Cl)=[N:6][CH:5]=1.[NH:13]1[CH2:17][CH2:16][CH2:15][CH2:14]1.[CH3:18][O:19][C:20]1[CH:21]=[C:22](B(O)O)[CH:23]=[CH:24][CH:25]=1.[NH2:29][C@@H:30]([CH2:35][OH:36])[CH2:31][CH:32]([CH3:34])[CH3:33]. Given the product [OH:36][CH2:35][C@H:30]([NH:29][C:3](=[O:12])[C:4]1[CH:9]=[C:8]([C:24]2[CH:23]=[CH:22][CH:21]=[C:20]([O:19][CH3:18])[CH:25]=2)[C:7]([N:13]2[CH2:17][CH2:16][CH2:15][CH2:14]2)=[N:6][CH:5]=1)[CH2:31][CH:32]([CH3:34])[CH3:33], predict the reactants needed to synthesize it.